Dataset: Forward reaction prediction with 1.9M reactions from USPTO patents (1976-2016). Task: Predict the product of the given reaction. (1) Given the reactants O[C:2]1[CH:9]=[CH:8][C:5]([C:6]#[N:7])=[CH:4][CH:3]=1.[C:10](=[O:13])([O-])[O-].[Cs+].[Cs+].BrC[CH:18]1[CH2:23][CH2:22][O:21][CH2:20][CH2:19]1.O, predict the reaction product. The product is: [O:21]1[CH2:22][CH2:23][CH:18]([O:13][CH2:10][C:2]2[CH:9]=[CH:8][C:5]([C:6]#[N:7])=[CH:4][CH:3]=2)[CH2:19][CH2:20]1. (2) The product is: [CH3:29][S:39]([C:3]1[CH:27]=[CH:26][C:6]([CH2:7][C:8]2[N:12]=[C:11]([CH:13]3[CH2:18][CH2:17][N:16]([C:19]([O:21][C:22]([CH3:24])([CH3:23])[CH3:25])=[O:20])[CH2:15][CH2:14]3)[O:10][N:9]=2)=[CH:5][CH:4]=1)(=[O:42])=[O:40]. Given the reactants CS[C:3]1[CH:27]=[CH:26][C:6]([CH2:7][C:8]2[N:12]=[C:11]([CH:13]3[CH2:18][CH2:17][N:16]([C:19]([O:21][C:22]([CH3:25])([CH3:24])[CH3:23])=[O:20])[CH2:15][CH2:14]3)[O:10][N:9]=2)=[CH:5][CH:4]=1.Cl[C:29]1C=CC=C(C(OO)=O)C=1.[S:39](S([O-])=O)([O-:42])(=O)=[O:40].[Na+].[Na+], predict the reaction product. (3) Given the reactants C(Cl)(=O)C(Cl)=O.[Br:7][C:8]1[CH:16]=[CH:15][C:11]([C:12]([OH:14])=O)=[C:10]([CH3:17])[CH:9]=1.Br.Br[CH2:20][CH2:21][NH2:22].C(N(CC)CC)C, predict the reaction product. The product is: [Br:7][C:8]1[CH:16]=[CH:15][C:11]([C:12]2[O:14][CH2:20][CH2:21][N:22]=2)=[C:10]([CH3:17])[CH:9]=1. (4) Given the reactants Br[C:2]1[CH:11]=[C:10]2[C:5]([C:6]([CH3:15])([CH3:14])[CH2:7][C:8](=[O:13])[N:9]2[CH3:12])=[CH:4][CH:3]=1.CC([O-])=O.[K+].[CH3:21][C:22]1([CH3:38])[C:26]([CH3:28])([CH3:27])[O:25][B:24]([B:24]2[O:25][C:26]([CH3:28])([CH3:27])[C:22]([CH3:38])([CH3:21])[O:23]2)[O:23]1, predict the reaction product. The product is: [CH3:12][N:9]1[C:10]2[C:5](=[CH:4][CH:3]=[C:2]([B:24]3[O:25][C:26]([CH3:28])([CH3:27])[C:22]([CH3:38])([CH3:21])[O:23]3)[CH:11]=2)[C:6]([CH3:15])([CH3:14])[CH2:7][C:8]1=[O:13].